This data is from Forward reaction prediction with 1.9M reactions from USPTO patents (1976-2016). The task is: Predict the product of the given reaction. (1) Given the reactants [Cl:1][C:2]1[CH:23]=[C:22](OS(C(F)(F)F)(=O)=O)[C:5]2[O:6][C@@H:7]([CH2:10][O:11][S:12]([C:15]3[CH:20]=[CH:19][C:18]([CH3:21])=[CH:17][CH:16]=3)(=[O:14])=[O:13])[CH2:8][O:9][C:4]=2[CH:3]=1.[F:32][C:33]1[CH:38]=[CH:37][CH:36]=[CH:35][C:34]=1B(O)O, predict the reaction product. The product is: [F:32][C:33]1[CH:38]=[CH:37][CH:36]=[CH:35][C:34]=1[C:22]1[C:5]2[O:6][C@@H:7]([CH2:10][O:11][S:12]([C:15]3[CH:20]=[CH:19][C:18]([CH3:21])=[CH:17][CH:16]=3)(=[O:14])=[O:13])[CH2:8][O:9][C:4]=2[CH:3]=[C:2]([Cl:1])[CH:23]=1. (2) Given the reactants Cl[C:2]1[N:7]=[C:6]([C:8]2[S:12][C:11]([N:13]3[CH2:18][CH2:17][O:16][CH2:15][CH2:14]3)=[N:10][C:9]=2[C:19]2[C:20]([F:35])=[C:21]([NH:25][S:26]([C:29]3[CH:30]=[N:31][CH:32]=[CH:33][CH:34]=3)(=[O:28])=[O:27])[CH:22]=[CH:23][CH:24]=2)[CH:5]=[CH:4][N:3]=1.[CH2:36]([NH2:40])[CH:37]([CH3:39])[CH3:38], predict the reaction product. The product is: [F:35][C:20]1[C:19]([C:9]2[N:10]=[C:11]([N:13]3[CH2:18][CH2:17][O:16][CH2:15][CH2:14]3)[S:12][C:8]=2[C:6]2[CH:5]=[CH:4][N:3]=[C:2]([NH:40][CH2:36][CH:37]([CH3:39])[CH3:38])[N:7]=2)=[CH:24][CH:23]=[CH:22][C:21]=1[NH:25][S:26]([C:29]1[CH:30]=[N:31][CH:32]=[CH:33][CH:34]=1)(=[O:28])=[O:27]. (3) Given the reactants [F:1][C:2]1[CH:7]=[CH:6][CH:5]=[CH:4][C:3]=1[C:8]1[N:13]=[CH:12][C:11]([NH2:14])=[CH:10][CH:9]=1.[CH3:15][S:16][C:17]1[CH:25]=[CH:24][C:20]([C:21](O)=[O:22])=[CH:19][C:18]=1[N+:26]([O-:28])=[O:27].C1CN([P+](ON2N=NC3C=CC=CC2=3)(N2CCCC2)N2CCCC2)CC1.F[P-](F)(F)(F)(F)F.C(N(C(C)C)C(C)C)C, predict the reaction product. The product is: [F:1][C:2]1[CH:7]=[CH:6][CH:5]=[CH:4][C:3]=1[C:8]1[N:13]=[CH:12][C:11]([NH:14][C:21](=[O:22])[C:20]2[CH:24]=[CH:25][C:17]([S:16][CH3:15])=[C:18]([N+:26]([O-:28])=[O:27])[CH:19]=2)=[CH:10][CH:9]=1.